Dataset: Forward reaction prediction with 1.9M reactions from USPTO patents (1976-2016). Task: Predict the product of the given reaction. (1) The product is: [NH2:1][C:2]1[N:10]=[C:9]([NH2:11])[CH:8]=[CH:7][C:3]=1[C:4]([NH:58][CH2:57][C:55]1[O:56][C:52]([O:51][C:50]2[CH:59]=[CH:60][C:47]([F:46])=[CH:48][CH:49]=2)=[CH:53][CH:54]=1)=[O:6]. Given the reactants [NH2:1][C:2]1[N:10]=[C:9]([NH2:11])[CH:8]=[CH:7][C:3]=1[C:4]([OH:6])=O.C(N(CC)CC)C.F[P-](F)(F)(F)(F)F.N1(O[P+](N(C)C)(N(C)C)N(C)C)C2C=CC=CC=2N=N1.[F:46][C:47]1[CH:60]=[CH:59][C:50]([O:51][C:52]2[O:56][C:55]([CH2:57][NH2:58])=[CH:54][CH:53]=2)=[CH:49][CH:48]=1, predict the reaction product. (2) Given the reactants [F:1][C:2]1[CH:3]=[C:4]([C:8]2[C:9]3[CH:24]=[CH:23][CH:22]=[N:21][C:10]=3[NH:11][C:12](=O)[CH:13]([C:15]3[S:16][CH:17]=[CH:18][CH:19]=3)[N:14]=2)[CH:5]=[CH:6][CH:7]=1.[CH:25]1([NH2:28])[CH2:27][CH2:26]1, predict the reaction product. The product is: [CH:25]1([NH:28][C:12]2[CH:13]([C:15]3[S:16][CH:17]=[CH:18][CH:19]=3)[N:14]=[C:8]([C:4]3[CH:5]=[CH:6][CH:7]=[C:2]([F:1])[CH:3]=3)[C:9]3[CH:24]=[CH:23][CH:22]=[N:21][C:10]=3[N:11]=2)[CH2:27][CH2:26]1. (3) The product is: [CH3:31][O:32][C:33]1[CH:34]=[C:35]2[C:40](=[CH:41][CH:42]=1)[C:39]1[O:43][C:45]([C:47]3[C:51]([C:52]([F:53])([F:55])[F:54])=[C:50]([C:56]4[CH:57]=[CH:58][CH:59]=[CH:60][CH:61]=4)[O:49][N:48]=3)=[N:44][C:38]=1[CH2:37][CH2:36]2. Given the reactants COC1C=C2C(=CC=1)C1OC(C3ON=C(C4C=CC=CC=4)C=3C(F)(F)F)=NC=1CC2.[CH3:31][O:32][C:33]1[CH:34]=[C:35]2[C:40](=[CH:41][CH:42]=1)[C:39](=[O:43])[CH:38]([NH:44][C:45]([C:47]1[C:51]([C:52]([F:55])([F:54])[F:53])=[C:50]([C:56]3[CH:61]=[CH:60][CH:59]=[CH:58][CH:57]=3)[O:49][N:48]=1)=O)[CH2:37][CH2:36]2, predict the reaction product. (4) Given the reactants C(OC([N:11]1[CH2:17][C@H:16]([OH:18])[C@@H:15]([NH:19][C:20](=[O:34])[C@@H:21]([NH:26][C:27]([O:29][C:30]([CH3:33])([CH3:32])[CH3:31])=[O:28])[CH2:22][CH:23]([CH3:25])[CH3:24])[CH2:14][CH2:13][C@H:12]1[CH3:35])=O)C1C=CC=CC=1.CO.[H][H], predict the reaction product. The product is: [C:30]([O:29][C:27](=[O:28])[NH:26][C@H:21]([C:20](=[O:34])[NH:19][C@H:15]1[CH2:14][CH2:13][C@@H:12]([CH3:35])[NH:11][CH2:17][C@@H:16]1[OH:18])[CH2:22][CH:23]([CH3:25])[CH3:24])([CH3:32])([CH3:33])[CH3:31]. (5) Given the reactants [OH:1][C:2]1[C:7]([C:8]([O:10][CH2:11][CH3:12])=[O:9])=[CH:6][N:5]=[C:4]2[S:13][CH:14]=[C:15]([CH3:16])[C:3]=12.[Cl-].[CH2:18]=[N+:19]1[CH2:24][CH2:23][O:22][CH2:21][CH2:20]1.O.C(=O)(O)[O-].[Na+], predict the reaction product. The product is: [OH:1][C:2]1[C:7]([C:8]([O:10][CH2:11][CH3:12])=[O:9])=[CH:6][N:5]=[C:4]2[S:13][C:14]([CH2:18][N:19]3[CH2:24][CH2:23][O:22][CH2:21][CH2:20]3)=[C:15]([CH3:16])[C:3]=12. (6) Given the reactants [CH3:1][NH:2][CH2:3][C:4]1[CH:9]=[CH:8][C:7]([C:10]2[CH:15]=[CH:14][CH:13]=[CH:12][C:11]=2[C:16]([F:19])([F:18])[F:17])=[CH:6][CH:5]=1.[Cl:20][C:21]1[CH:22]=[C:23]([CH:29]=[CH:30][C:31]=1[Cl:32])[O:24][CH2:25][CH:26]1[CH2:28][O:27]1, predict the reaction product. The product is: [Cl:20][C:21]1[CH:22]=[C:23]([CH:29]=[CH:30][C:31]=1[Cl:32])[O:24][CH2:25][CH:26]([OH:27])[CH2:28][N:2]([CH3:1])[CH2:3][C:4]1[CH:5]=[CH:6][C:7]([C:10]2[CH:15]=[CH:14][CH:13]=[CH:12][C:11]=2[C:16]([F:17])([F:18])[F:19])=[CH:8][CH:9]=1.